This data is from Reaction yield outcomes from USPTO patents with 853,638 reactions. The task is: Predict the reaction yield, written as a fraction of the theoretical maximum amount of product (1.0 means a 100% yield; for example, 0.34 means a 34% yield). (1) The reactants are [NH2:1][C:2]1[CH:7]=[CH:6][C:5]([N+:8]([O-])=O)=[CH:4][C:3]=1[S:11]([NH2:14])(=[O:13])=[O:12].CO.[H][H]. The catalyst is [Pd].O1CCCC1. The product is [NH2:1][C:2]1[CH:7]=[CH:6][C:5]([NH2:8])=[CH:4][C:3]=1[S:11]([NH2:14])(=[O:12])=[O:13]. The yield is 0.980. (2) The reactants are C([N:8]1[CH2:13][CH2:12][N:11]([C:14]2[NH:15][C:16]([C:19]3[CH:24]=[CH:23][C:22]([F:25])=[C:21]([C:26]([F:29])([F:28])[F:27])[CH:20]=3)=[CH:17][N:18]=2)[CH2:10][CH2:9]1)C1C=CC=CC=1.[NH4+].C([O-])=O. The catalyst is [OH-].[OH-].[Pd+2].CO. The product is [F:25][C:22]1[CH:23]=[CH:24][C:19]([C:16]2[NH:15][C:14]([N:11]3[CH2:10][CH2:9][NH:8][CH2:13][CH2:12]3)=[N:18][CH:17]=2)=[CH:20][C:21]=1[C:26]([F:29])([F:27])[F:28]. The yield is 0.970. (3) The reactants are [Cl:1][C:2]1[NH:3][C:4]2[C:9]([C:10]=1[CH:11]=[O:12])=[CH:8][CH:7]=[CH:6][CH:5]=2.[H-].[Na+].[CH3:15]I.O. The catalyst is CN(C=O)C. The product is [Cl:1][C:2]1[N:3]([CH3:15])[C:4]2[C:9]([C:10]=1[CH:11]=[O:12])=[CH:8][CH:7]=[CH:6][CH:5]=2. The yield is 1.05. (4) The reactants are Cl.O1CCOCC1.[N:8]([C@H:11]1[C@@H:16]([CH3:17])[CH2:15][N:14]([C:18]2[CH:23]=[CH:22][N:21]=[CH:20][C:19]=2[N:24](C(OC(C)(C)C)=O)C(=O)OC(C)(C)C)[CH2:13][C@H:12]1[NH:39][C:40]([O:42][C:43]([CH3:46])([CH3:45])[CH3:44])=[O:41])=[N+:9]=[N-:10].CC(OC(OC(OC(C)(C)C)=O)=O)(C)C. The catalyst is C(Cl)Cl. The product is [NH2:24][C:19]1[CH:20]=[N:21][CH:22]=[CH:23][C:18]=1[N:14]1[CH2:15][C@H:16]([CH3:17])[C@H:11]([N:8]=[N+:9]=[N-:10])[C@H:12]([NH:39][C:40](=[O:41])[O:42][C:43]([CH3:46])([CH3:45])[CH3:44])[CH2:13]1. The yield is 0.330. (5) The reactants are CN(C(ON1N=NC2C=CC=CC1=2)=[N+](C)C)C.[B-](F)(F)(F)F.[C:23]([SiH2:27][O:28][C:29]([CH3:40])([CH3:39])[C:30]1[CH:31]=[C:32]([CH:35]=[CH:36][C:37]=1[Cl:38])[CH2:33][NH2:34])([CH3:26])([CH3:25])[CH3:24].CCN(C(C)C)C(C)C.[F:50][C:51]([F:57])([F:56])[CH2:52][C:53](O)=[O:54]. The catalyst is C(Cl)Cl. The product is [C:23]([SiH2:27][O:28][C:29]([CH3:40])([CH3:39])[C:30]1[CH:31]=[C:32]([CH:35]=[CH:36][C:37]=1[Cl:38])[CH2:33][NH:34][C:53](=[O:54])[CH2:52][C:51]([F:57])([F:56])[F:50])([CH3:26])([CH3:24])[CH3:25]. The yield is 0.650. (6) The reactants are [CH2:1]([O:8][CH2:9][CH2:10][O:11][C:12]1[CH:13]=[C:14]([CH:17]=[CH:18][CH:19]=1)[CH:15]=[O:16])[C:2]1[CH:7]=[CH:6][CH:5]=[CH:4][CH:3]=1.[N+:20]([CH3:23])([O-:22])=[O:21].C(N(C(C)C)CC)(C)C.FC(F)(F)C(O)=O.Cl. The catalyst is C(O)C.C([O-])(=O)C.[Cu+2].C([O-])(=O)C.C[C@]12C(C)(C)C(CC1)CC2NCC1C=CC=CN=1.CC(OC)(C)C. The product is [CH2:1]([O:8][CH2:9][CH2:10][O:11][C:12]1[CH:13]=[C:14]([C@H:15]([OH:16])[CH2:23][N+:20]([O-:22])=[O:21])[CH:17]=[CH:18][CH:19]=1)[C:2]1[CH:3]=[CH:4][CH:5]=[CH:6][CH:7]=1. The yield is 0.860. (7) The reactants are [F:1][C:2]1[CH:7]=[CH:6][C:5]([CH:8]([CH3:13])[C:9]([O:11][CH3:12])=[O:10])=[CH:4][CH:3]=1.[CH3:14][Si](C)(C)[N-][Si](C)(C)C.[Li+].C(Br)[CH2:25][CH:26]([CH3:28])[CH3:27]. The catalyst is O1CCCC1. The product is [F:1][C:2]1[CH:3]=[CH:4][C:5]([C:8]([CH3:14])([CH2:13][CH2:25][CH:26]([CH3:28])[CH3:27])[C:9]([O:11][CH3:12])=[O:10])=[CH:6][CH:7]=1. The yield is 0.850.